This data is from Full USPTO retrosynthesis dataset with 1.9M reactions from patents (1976-2016). The task is: Predict the reactants needed to synthesize the given product. Given the product [F:15][C:13]([F:14])([F:16])[C:12]1[C:7]2[N:8]([CH:17]=[C:5]([C:3]([OH:4])=[O:2])[N:6]=2)[CH:9]=[CH:10][CH:11]=1, predict the reactants needed to synthesize it. The reactants are: C[O:2][C:3]([C:5]1[N:6]=[C:7]2[C:12]([C:13]([F:16])([F:15])[F:14])=[CH:11][CH:10]=[CH:9][N:8]2[CH:17]=1)=[O:4].[OH-].[Na+].